From a dataset of Full USPTO retrosynthesis dataset with 1.9M reactions from patents (1976-2016). Predict the reactants needed to synthesize the given product. (1) Given the product [CH3:44][N:45]([CH3:46])[C:2]1[N:7]=[CH:6][C:5]([S:8]([N:11]2[CH2:20][CH2:19][C:18]3[C@:13]([C:31]([C:33]4[CH:38]=[CH:37][CH:36]=[CH:35][N:34]=4)=[O:32])([CH2:14][C:15]4[CH:23]=[N:22][N:21]([C:24]5[CH:29]=[CH:28][C:27]([F:30])=[CH:26][CH:25]=5)[C:16]=4[CH:17]=3)[CH2:12]2)(=[O:10])=[O:9])=[CH:4][CH:3]=1, predict the reactants needed to synthesize it. The reactants are: Cl[C:2]1[N:7]=[CH:6][C:5]([S:8]([N:11]2[CH2:20][CH2:19][C:18]3[C@:13]([C:31]([C:33]4[CH:38]=[CH:37][CH:36]=[CH:35][N:34]=4)=[O:32])([CH2:14][C:15]4[CH:23]=[N:22][N:21]([C:24]5[CH:29]=[CH:28][C:27]([F:30])=[CH:26][CH:25]=5)[C:16]=4[CH:17]=3)[CH2:12]2)(=[O:10])=[O:9])=[CH:4][CH:3]=1.O1CCCC1.[CH3:44][NH:45][CH3:46]. (2) Given the product [NH:26]1[CH:30]=[C:29]([S:31]([N:2]2[CH2:3][CH2:4][CH:5]([N:8]3[N:12]=[C:11]([CH2:13][O:14][C:15]4[CH:16]=[CH:17][C:18]([N:21]5[CH:25]=[N:24][N:23]=[N:22]5)=[N:19][CH:20]=4)[CH:10]=[N:9]3)[CH2:6][CH2:7]2)(=[O:33])=[O:32])[N:28]=[CH:27]1, predict the reactants needed to synthesize it. The reactants are: Cl.[NH:2]1[CH2:7][CH2:6][CH:5]([N:8]2[N:12]=[C:11]([CH2:13][O:14][C:15]3[CH:16]=[CH:17][C:18]([N:21]4[CH:25]=[N:24][N:23]=[N:22]4)=[N:19][CH:20]=3)[CH:10]=[N:9]2)[CH2:4][CH2:3]1.[NH:26]1[CH:30]=[C:29]([S:31](Cl)(=[O:33])=[O:32])[N:28]=[CH:27]1.